From a dataset of hERG Central: cardiac toxicity at 1µM, 10µM, and general inhibition. Predict hERG channel inhibition at various concentrations. (1) The molecule is COc1ccc(OC)c(S(=O)(=O)N2CCC(c3nc4ccccc4[nH]3)CC2)c1. Results: hERG_inhib (hERG inhibition (general)): blocker. (2) The compound is O=C(CCOc1ccccc1)Nc1ccnn1C1CCN(Cc2ccccc2)CC1. Results: hERG_inhib (hERG inhibition (general)): blocker. (3) The molecule is O=C(Nc1cccc(Cl)c1)c1cc([N+](=O)[O-])ccc1N1CCN(CCO)CC1. Results: hERG_inhib (hERG inhibition (general)): blocker. (4) The compound is COCc1cc(CN2CCN(CCc3ccccc3)C(CCO)C2)ccc1OC. Results: hERG_inhib (hERG inhibition (general)): blocker. (5) The compound is COc1ccc(NC(=O)c2ccccc2NC(=O)c2ccco2)c(OC)c1. Results: hERG_inhib (hERG inhibition (general)): blocker. (6) The molecule is O=[N+]([O-])c1ccc(N2CCN(C(=S)Nc3cccc(F)c3)CC2)cc1. Results: hERG_inhib (hERG inhibition (general)): blocker. (7) The molecule is CCOc1cc(CN2CCCC(CO)(Cc3ccc(F)cc3F)C2)ccc1OC. Results: hERG_inhib (hERG inhibition (general)): blocker. (8) The compound is CN1CCN(c2nc(-c3ccccc3)ncc2S(=O)(=O)c2ccccc2)CC1. Results: hERG_inhib (hERG inhibition (general)): blocker.